Predict the reactants needed to synthesize the given product. From a dataset of Full USPTO retrosynthesis dataset with 1.9M reactions from patents (1976-2016). The reactants are: [F:1][C:2]1[CH:11]=[C:10]2[C:5]([CH:6]=[CH:7][CH:8]=[N:9]2)=[CH:4][C:3]=1[C:12]([C:15]1[N:19]2[N:20]=[C:21]([C:24](=O)[CH3:25])[CH:22]=[CH:23][C:18]2=[N:17][CH:16]=1)([OH:14])[CH3:13].Cl.[NH2:28][NH:29][C:30]([NH2:32])=[O:31].C(N(CC)CC)C. Given the product [F:1][C:2]1[CH:11]=[C:10]2[C:5]([CH:6]=[CH:7][CH:8]=[N:9]2)=[CH:4][C:3]=1[C:12]([C:15]1[N:19]2[N:20]=[C:21](/[C:24](=[N:28]/[NH:29][C:30]([NH2:32])=[O:31])/[CH3:25])[CH:22]=[CH:23][C:18]2=[N:17][CH:16]=1)([OH:14])[CH3:13], predict the reactants needed to synthesize it.